Dataset: Full USPTO retrosynthesis dataset with 1.9M reactions from patents (1976-2016). Task: Predict the reactants needed to synthesize the given product. Given the product [CH3:1][C:2]1[CH:3]=[CH:4][C:5]([C:8]2[CH:13]=[CH:12][C:11]([O:14][CH2:24][C:21]3[O:20][C:19]([C:17]([OH:18])=[O:16])=[CH:23][CH:22]=3)=[CH:10][CH:9]=2)=[CH:6][CH:7]=1, predict the reactants needed to synthesize it. The reactants are: [CH3:1][C:2]1[CH:7]=[CH:6][C:5]([C:8]2[CH:13]=[CH:12][C:11]([OH:14])=[CH:10][CH:9]=2)=[CH:4][CH:3]=1.C[O:16][C:17]([C:19]1[O:20][C:21]([CH2:24]Cl)=[CH:22][CH:23]=1)=[O:18].